From a dataset of Peptide-MHC class I binding affinity with 185,985 pairs from IEDB/IMGT. Regression. Given a peptide amino acid sequence and an MHC pseudo amino acid sequence, predict their binding affinity value. This is MHC class I binding data. (1) The peptide sequence is FTMRLLSPV. The MHC is HLA-C07:01 with pseudo-sequence HLA-C07:01. The binding affinity (normalized) is 0.0847. (2) The peptide sequence is AERLINMI. The MHC is Mamu-B01 with pseudo-sequence Mamu-B01. The binding affinity (normalized) is 0. (3) The peptide sequence is LMCHATFTMR. The MHC is HLA-A31:01 with pseudo-sequence HLA-A31:01. The binding affinity (normalized) is 0.816. (4) The MHC is Mamu-B03 with pseudo-sequence Mamu-B03. The peptide sequence is SREKPYKEVTE. The binding affinity (normalized) is 0.212. (5) The peptide sequence is RLLAPITAYA. The MHC is HLA-A02:03 with pseudo-sequence HLA-A02:03. The binding affinity (normalized) is 0.701.